This data is from Drug-target binding data from BindingDB using IC50 measurements. The task is: Regression. Given a target protein amino acid sequence and a drug SMILES string, predict the binding affinity score between them. We predict pIC50 (pIC50 = -log10(IC50 in M); higher means more potent). Dataset: bindingdb_ic50. (1) The small molecule is CN(C)c1ccc(C(=O)NCCCCCCC(=O)NO)cc1. The target protein (P24527) has sequence MPEVADTCSLASPASVCRTQHLHLRCSVDFARRTLTGTAALTVQSQEENLRSLTLDTKDLTIEKVVINGQEVKYTLGESQGYKGSPMEISLPIALSKNQEIVIEISFETSPKSSALQWLTPEQTSGKQHPYLFSQCQAIHCRAILPCQDTPSVKLTYTAEVSVPKELVALMSAIRDGEAPDPEDPSRKIYRFNQRVPIPCYLIALVVGALESRQIGPRTLVWSEKEQVEKSANEFSETESMLKIAEDLGGPYVWGQYDLLVLPPSFPYGGMENPCLTFVTPTLLAGDKSLSNVIAHEISHSWTGNLVTNKTWDHFWLNEGHTVYLERHICGRLFGEKFRHFHALGGWGELQNTIKTFGESHPFTKLVVDLKDVDPDVAYSSIPYEKGFALLFYLEQLLGGPEVFLGFLKAYVKKFSYQSVTTDDWKSFLYSHFKDKVDLLNQVDWNTWLYAPGLPPVKPNYDVTLTNACIALSQRWVTAKEEDLSSFSIADLKDLSSHQL.... The pIC50 is 6.1. (2) The compound is CC[C@@H](CNc1ccc(OCC(=O)O)cc1)NC(=O)C1(Nc2cccc(-c3ccccc3)c2)CCCCC1. The target protein (O35186) has sequence MWVFKFLLLPVVSFALSPEETLDTQWELWKKTHGKQYNSKVDEISRRLIWEKNLKKISVHNLEASLGAHTYELAMNHLGDMTSEEVVQKMTGLRVPPSRSFSNDTLYTPEWEGRVPDSIDYRKKGYVTPVKNQGQCGSCWAFSSAGALEGQLKKKTGKLLALSPQNLVDCVSENYGCGGGYMTTAFQYVQQNGGIDSEDAYPYVGQDESCMYNATAKAAKCRGYREIPVGNEKALKRAVARVGPVSVSIDASLTSFQFYSRGVYYDENCDRDNVNHAVLVVGYGTQKGNKYWIIKNSWGESWGNKGYVLLARNKNNACGITNLASFPKM. The pIC50 is 7.2. (3) The drug is OB(O)c1ccc(Cl)s1. The target protein (P07478) has sequence MNLLLILTFVAAAVAAPFDDDDKIVGGYICEENSVPYQVSLNSGYHFCGGSLISEQWVVSAGHCYKSRIQVRLGEHNIEVLEGNEQFINAAKIIRHPKYNSRTLDNDILLIKLSSPAVINSRVSAISLPTAPPAAGTESLISGWGNTLSSGADYPDELQCLDAPVLSQAECEASYPGKITNNMFCVGFLEGGKDSCQGDSGGPVVSNGELQGIVSWGYGCAQKNRPGVYTKVYNYVDWIKDTIAANS. The pIC50 is 3.7. (4) The compound is CC1=C(CC(CC(=O)c2ccccc2)C(C(=O)O)C(=O)O)[C@@]2(C)CCCC(C)(C)[C@@H]2CC1. The target protein (P30304) has sequence MELGPEPPHRRRLLFACSPPPASQPVVKALFGASAAGGLSPVTNLTVTMDQLQGLGSDYEQPLEVKNNSNLQRMGSSESTDSGFCLDSPGPLDSKENLENPMRRIHSLPQKLLGCSPALKRSHSDSLDHDIFQLIDPDENKENEAFEFKKPVRPVSRGCLHSHGLQEGKDLFTQRQNSAPARMLSSNERDSSEPGNFIPLFTPQSPVTATLSDEDDGFVDLLDGENLKNEEETPSCMASLWTAPLVMRTTNLDNRCKLFDSPSLCSSSTRSVLKRPERSQEESPPGSTKRRKSMSGASPKESTNPEKAHETLHQSLSLASSPKGTIENILDNDPRDLIGDFSKGYLFHTVAGKHQDLKYISPEIMASVLNGKFANLIKEFVIIDCRYPYEYEGGHIKGAVNLHMEEEVEDFLLKKPIVPTDGKRVIVVFHCEFSSERGPRMCRYVRERDRLGNEYPKLHYPELYVLKGGYKEFFMKCQSYCEPPSYRPMHHEDFKEDLKK.... The pIC50 is 4.5.